From a dataset of Reaction yield outcomes from USPTO patents with 853,638 reactions. Predict the reaction yield, written as a fraction of the theoretical maximum amount of product (1.0 means a 100% yield; for example, 0.34 means a 34% yield). (1) The reactants are [CH3:1][O:2][C:3]1[CH:4]=[C:5]([CH:11]=[CH:12][C:13]([OH:15])=[O:14])[CH:6]=[C:7]([O:9][CH3:10])[CH:8]=1.[H][H]. The catalyst is CCOC(C)=O.CO.[Pd]. The product is [CH3:10][O:9][C:7]1[CH:6]=[C:5]([CH2:11][CH2:12][C:13]([OH:15])=[O:14])[CH:4]=[C:3]([O:2][CH3:1])[CH:8]=1. The yield is 0.966. (2) The reactants are [C:1]([O:4][CH2:5][C:6]1[C:11](B2OC(C)(C)C(C)(C)O2)=[CH:10][CH:9]=[CH:8][C:7]=1[N:21]1[CH2:33][CH2:32][N:24]2[C:25]3[CH2:26][CH2:27][CH2:28][CH2:29][C:30]=3[CH:31]=[C:23]2[C:22]1=[O:34])(=[O:3])[CH3:2].Br[C:36]1[CH:37]=[C:38]([NH:44][C:45]2[S:46][C:47]3[CH2:48][N:49]([CH3:54])[CH2:50][CH2:51][C:52]=3[N:53]=2)[C:39](=[O:43])[N:40]([CH3:42])[CH:41]=1. No catalyst specified. The product is [C:1]([O:4][CH2:5][C:6]1[C:7]([N:21]2[CH2:33][CH2:32][N:24]3[C:25]4[CH2:26][CH2:27][CH2:28][CH2:29][C:30]=4[CH:31]=[C:23]3[C:22]2=[O:34])=[CH:8][CH:9]=[CH:10][C:11]=1[C:36]1[CH:37]=[C:38]([NH:44][C:45]2[S:46][C:47]3[CH2:48][N:49]([CH3:54])[CH2:50][CH2:51][C:52]=3[N:53]=2)[C:39](=[O:43])[N:40]([CH3:42])[CH:41]=1)(=[O:3])[CH3:2]. The yield is 0.800.